Dataset: Peptide-MHC class I binding affinity with 185,985 pairs from IEDB/IMGT. Task: Regression. Given a peptide amino acid sequence and an MHC pseudo amino acid sequence, predict their binding affinity value. This is MHC class I binding data. (1) The peptide sequence is RRWRRRWQ. The MHC is Mamu-B03 with pseudo-sequence Mamu-B03. The binding affinity (normalized) is 0.843. (2) The peptide sequence is VDEQIQWM. The MHC is Mamu-B01 with pseudo-sequence Mamu-B01. The binding affinity (normalized) is 0. (3) The peptide sequence is MTFPVSLEY. The MHC is HLA-A02:01 with pseudo-sequence HLA-A02:01. The binding affinity (normalized) is 0.0847. (4) The peptide sequence is SRPSGDLR. The MHC is Mamu-B03 with pseudo-sequence Mamu-B03. The binding affinity (normalized) is 0.